From a dataset of Reaction yield outcomes from USPTO patents with 853,638 reactions. Predict the reaction yield, written as a fraction of the theoretical maximum amount of product (1.0 means a 100% yield; for example, 0.34 means a 34% yield). (1) The reactants are [CH2:1]([C:4]([F:22])([F:21])[C:5]([F:20])([F:19])[C:6]([F:18])([F:17])[C:7]([F:16])([F:15])[C:8]([F:14])([F:13])[C:9]([F:12])([F:11])[F:10])[CH2:2][OH:3].[OH-].[K+].Br[CH2:26][CH2:27][CH2:28][CH2:29][CH2:30][CH2:31][CH2:32][CH2:33][CH2:34][CH:35]=[CH2:36]. The catalyst is CCCCCC. The product is [F:22][C:4]([F:21])([C:5]([F:19])([F:20])[C:6]([F:17])([F:18])[C:7]([F:15])([F:16])[C:8]([F:13])([F:14])[C:9]([F:12])([F:11])[F:10])[CH2:1][CH2:2][O:3][CH2:36][CH2:35][CH2:34][CH2:33][CH2:32][CH2:31][CH2:30][CH2:29][CH2:28][CH:27]=[CH2:26]. The yield is 0.640. (2) The reactants are [Cl:1][C:2]1[CH:3]=[C:4]([CH2:9][C:10]([O:12][CH3:13])=[O:11])[CH:5]=[CH:6][C:7]=1[OH:8].CN(C)C.[S:18](O[S:18]([C:21]([F:24])([F:23])[F:22])(=[O:20])=[O:19])([C:21]([F:24])([F:23])[F:22])(=[O:20])=[O:19]. The catalyst is ClCCl. The product is [Cl:1][C:2]1[CH:3]=[C:4]([CH2:9][C:10]([O:12][CH3:13])=[O:11])[CH:5]=[CH:6][C:7]=1[O:8][S:18]([C:21]([F:24])([F:23])[F:22])(=[O:20])=[O:19]. The yield is 0.870. (3) The catalyst is C(O)(=O)C.C(O)(=O)CC.CCCCCC.O. The reactants are [CH2:1]([C:5]1[CH:10]=[CH:9][C:8]([N:11]=[N:12][C:13]2[CH:19]=[CH:18][C:16]([NH2:17])=[CH:15][C:14]=2[O:20][CH2:21][CH:22]([CH2:27][CH3:28])[CH2:23][CH2:24][CH2:25][CH3:26])=[CH:7][CH:6]=1)[CH2:2][CH2:3][CH3:4].S(=O)(=O)(O)O.[CH2:34]([CH:36]([CH2:54][CH2:55][CH2:56][CH3:57])[CH2:37][N:38]([CH2:46][CH:47]([CH2:52][CH3:53])[CH2:48][CH2:49][CH2:50][CH3:51])[C:39]1[CH:44]=[CH:43][CH:42]=[C:41]([CH3:45])[CH:40]=1)[CH3:35].S(=O)(=O)(O)[NH2:59]. The yield is 0.550. The product is [CH2:1]([C:5]1[CH:6]=[CH:7][C:8](/[N:11]=[N:12]/[C:13]2[CH:19]=[CH:18][C:16](/[N:17]=[N:59]/[C:42]3[CH:43]=[CH:44][C:39]([N:38]([CH2:37][CH:36]([CH2:34][CH3:35])[CH2:54][CH2:55][CH2:56][CH3:57])[CH2:46][CH:47]([CH2:52][CH3:53])[CH2:48][CH2:49][CH2:50][CH3:51])=[CH:40][C:41]=3[CH3:45])=[CH:15][C:14]=2[O:20][CH2:21][CH:22]([CH2:27][CH3:28])[CH2:23][CH2:24][CH2:25][CH3:26])=[CH:9][CH:10]=1)[CH2:2][CH2:3][CH3:4]. (4) The reactants are [NH:1]1[C:9]2[C:4](=[CH:5][CH:6]=[CH:7][CH:8]=2)[C:3]([C@H:10]([CH3:50])[C@@H:11]([NH:35][C:36]([N:38]2[CH2:43][CH2:42][CH:41]([C:44]3[CH:49]=[CH:48][CH:47]=[CH:46][CH:45]=3)[CH2:40][CH2:39]2)=[O:37])[C:12]([NH:14][C:15]2[CH:16]=[C:17]([CH:32]=[CH:33][CH:34]=2)[CH2:18][N:19]2[CH2:24][CH2:23][N:22](C(OC(C)(C)C)=O)[CH2:21][CH2:20]2)=[O:13])=[CH:2]1.Cl.O1CCOCC1.C(OCC)C.O. The catalyst is O1CCOCC1. The product is [NH:1]1[C:9]2[C:4](=[CH:5][CH:6]=[CH:7][CH:8]=2)[C:3]([C@H:10]([CH3:50])[C@@H:11]([NH:35][C:36]([N:38]2[CH2:39][CH2:40][CH:41]([C:44]3[CH:49]=[CH:48][CH:47]=[CH:46][CH:45]=3)[CH2:42][CH2:43]2)=[O:37])[C:12]([NH:14][C:15]2[CH:34]=[CH:33][CH:32]=[C:17]([CH2:18][N:19]3[CH2:24][CH2:23][NH:22][CH2:21][CH2:20]3)[CH:16]=2)=[O:13])=[CH:2]1. The yield is 0.430. (5) The reactants are [C:1]([O:4][C@@H:5]1[C@H:9]([O:10][C:11](=[O:13])[CH3:12])[C@@H:8]([CH3:14])[O:7][C@H:6]1[N:15]1[CH:22]=[C:21]([F:23])[C:19]([NH2:20])=[N:18][C:16]1=[O:17])(=[O:3])[CH3:2].Cl[C:25]([O:27][CH2:28][CH2:29][CH:30]([CH3:47])[CH2:31][CH2:32][CH2:33][CH:34]([CH3:46])[CH2:35][CH2:36][CH2:37][CH:38]([CH3:45])[CH2:39][CH2:40][CH2:41][CH:42]([CH3:44])[CH3:43])=[O:26].CO. The catalyst is C(Cl)Cl.N1C=CC=CC=1. The product is [C:1]([O:4][C@@H:5]1[C@H:9]([O:10][C:11](=[O:13])[CH3:12])[C@@H:8]([CH3:14])[O:7][C@H:6]1[N:15]1[CH:22]=[C:21]([F:23])[C:19]([NH:20][C:25]([O:27][CH2:28][CH2:29][CH:30]([CH3:47])[CH2:31][CH2:32][CH2:33][CH:34]([CH3:46])[CH2:35][CH2:36][CH2:37][CH:38]([CH3:45])[CH2:39][CH2:40][CH2:41][CH:42]([CH3:44])[CH3:43])=[O:26])=[N:18][C:16]1=[O:17])(=[O:3])[CH3:2]. The yield is 0.841.